This data is from Catalyst prediction with 721,799 reactions and 888 catalyst types from USPTO. The task is: Predict which catalyst facilitates the given reaction. (1) Reactant: Cl[C:2]1[CH:7]=[CH:6][CH:5]=[C:4]([C:8]([F:11])([F:10])[F:9])[N:3]=1.[NH:12]1[CH2:17][CH2:16][NH:15][CH2:14][CH2:13]1.C(N(CC)CC)C. Product: [F:9][C:8]([F:11])([F:10])[C:4]1[N:3]=[C:2]([N:12]2[CH2:17][CH2:16][NH:15][CH2:14][CH2:13]2)[CH:7]=[CH:6][CH:5]=1. The catalyst class is: 3. (2) Reactant: Br[C:2]1[CH:11]=[C:10]2[C:5]([CH2:6][CH2:7][N:8]([CH:12]([CH3:29])[C:13]([NH:15][C:16]3[CH:21]=[CH:20][C:19]([C:22]4[CH:27]=[CH:26][N:25]=[C:24]([CH3:28])[CH:23]=4)=[CH:18][CH:17]=3)=[O:14])[CH2:9]2)=[CH:4][CH:3]=1.[CH3:30][C:31]1[CH:36]=[C:35](B(O)O)[CH:34]=[CH:33][N:32]=1.P([O-])([O-])([O-])=O.[K+].[K+].[K+]. Product: [CH3:30][C:31]1[CH:36]=[C:35]([C:2]2[CH:11]=[C:10]3[C:5]([CH2:6][CH2:7][N:8]([CH:12]([CH3:29])[C:13]([NH:15][C:16]4[CH:21]=[CH:20][C:19]([C:22]5[CH:27]=[CH:26][N:25]=[C:24]([CH3:28])[CH:23]=5)=[CH:18][CH:17]=4)=[O:14])[CH2:9]3)=[CH:4][CH:3]=2)[CH:34]=[CH:33][N:32]=1. The catalyst class is: 787. (3) Reactant: [H-].[Na+].[OH:3][CH2:4][C:5]([CH3:11])([CH3:10])[C:6]([O:8][CH3:9])=[O:7].Br[CH2:13][CH2:14][O:15][CH3:16]. Product: [CH3:16][O:15][CH2:14][CH2:13][O:3][CH2:4][C:5]([CH3:11])([CH3:10])[C:6]([O:8][CH3:9])=[O:7]. The catalyst class is: 3.